From a dataset of Full USPTO retrosynthesis dataset with 1.9M reactions from patents (1976-2016). Predict the reactants needed to synthesize the given product. (1) Given the product [Cl:15][C:16]1[CH:17]=[C:18]([NH:19][C:12](=[O:14])[CH2:11][C:4]2[CH:5]=[CH:6][C:7]([O:9][CH3:10])=[CH:8][C:3]=2[O:2][CH3:1])[CH:20]=[CH:21][C:22]=1[Cl:23], predict the reactants needed to synthesize it. The reactants are: [CH3:1][O:2][C:3]1[CH:8]=[C:7]([O:9][CH3:10])[CH:6]=[CH:5][C:4]=1[CH2:11][C:12]([OH:14])=O.[Cl:15][C:16]1[CH:17]=[C:18]([CH:20]=[CH:21][C:22]=1[Cl:23])[NH2:19]. (2) The reactants are: [Cl:1][C:2]1[CH:10]=[C:9]([Cl:11])[CH:8]=[CH:7][C:3]=1[C:4]([OH:6])=O.CN(C(ON1N=NC2C=CC=CC1=2)=[N+](C)C)C.[B-](F)(F)(F)F.[CH3:34][NH:35][C:36]1[N:41]=[C:40]([CH2:42][CH2:43][O:44][C:45]2[CH:57]=[CH:56][C:48]([CH2:49][C@@H:50]([C:52]([O:54]C)=[O:53])[NH2:51])=[CH:47][CH:46]=2)[CH:39]=[CH:38][CH:37]=1.[Li+].[OH-]. Given the product [Cl:1][C:2]1[CH:10]=[C:9]([Cl:11])[CH:8]=[CH:7][C:3]=1[C:4]([NH:51][C@H:50]([C:52]([OH:54])=[O:53])[CH2:49][C:48]1[CH:56]=[CH:57][C:45]([O:44][CH2:43][CH2:42][C:40]2[CH:39]=[CH:38][CH:37]=[C:36]([NH:35][CH3:34])[N:41]=2)=[CH:46][CH:47]=1)=[O:6], predict the reactants needed to synthesize it. (3) Given the product [C-:1]1([C:6]2[CH:13]=[CH:12][C:9]([CH:10]=[O:11])=[CH:8][CH:7]=2)[CH:2]=[CH:3][CH:4]=[CH:5]1.[CH-:14]1[CH:18]=[CH:17][CH:16]=[CH:15]1.[Fe+2:19].[C-:1]1([C:6]2[CH:13]=[CH:12][C:9]([CH2:10][OH:11])=[CH:8][CH:7]=2)[CH:2]=[CH:3][CH:4]=[CH:5]1.[CH-:20]1[CH:24]=[CH:23][CH:22]=[CH:21]1.[Fe+2:19], predict the reactants needed to synthesize it. The reactants are: [C-:1]1([C:6]2[CH:13]=[CH:12][C:9]([CH:10]=[O:11])=[CH:8][CH:7]=2)[CH:5]=[CH:4][CH:3]=[CH:2]1.[CH-:14]1[CH:18]=[CH:17][CH:16]=[CH:15]1.[Fe+2:19].[CH-:20]1[CH:24]=[CH:23][CH:22]=[CH:21]1.[CH-:20]1[CH:24]=[CH:23][CH:22]=[CH:21]1.[Fe+2].NC1C=CC(CO)=CC=1.